This data is from NCI-60 drug combinations with 297,098 pairs across 59 cell lines. The task is: Regression. Given two drug SMILES strings and cell line genomic features, predict the synergy score measuring deviation from expected non-interaction effect. Drug 2: COC1=C2C(=CC3=C1OC=C3)C=CC(=O)O2. Drug 1: CC1=CC2C(CCC3(C2CCC3(C(=O)C)OC(=O)C)C)C4(C1=CC(=O)CC4)C. Synergy scores: CSS=2.30, Synergy_ZIP=-0.882, Synergy_Bliss=0.0515, Synergy_Loewe=-3.37, Synergy_HSA=-3.09. Cell line: A498.